Dataset: Experimentally validated miRNA-target interactions with 360,000+ pairs, plus equal number of negative samples. Task: Binary Classification. Given a miRNA mature sequence and a target amino acid sequence, predict their likelihood of interaction. Result: 0 (no interaction). The protein sequence of the target gene is MEWNGLKMIISTMEPQVSNGPTSNTSNGPSSNNRNCPSPMQTGAATDDSKTNLIVNYLPQNMTQEEFRSLFGSIGEIESCKLVRDKITGQSLGYGFVNYIDPKDAEKAINTLNGLRLQTKTIKVSYARPSSASIRDANLYVSGLPKTMTQKELEQLFSQYGRIITSRILVDQVTGVSRGVGFIRFDKRIEAEEAIKGLNGQKPSGATEPITVKFANNPSQKSSQALLSQLYQSPNRRYPGPLHHQAQRFRLDNLLNMAYGVKRLMSGPVPPSACPPRFSPITIDGMTSLVGMNIPGHTGT.... The miRNA is hsa-miR-7158-3p with sequence CUGAACUAGAGAUUGGGCCCA.